From a dataset of Peptide-MHC class I binding affinity with 185,985 pairs from IEDB/IMGT. Regression. Given a peptide amino acid sequence and an MHC pseudo amino acid sequence, predict their binding affinity value. This is MHC class I binding data. The peptide sequence is YMPYVFTLLF. The MHC is HLA-A24:02 with pseudo-sequence HLA-A24:02. The binding affinity (normalized) is 1.00.